From a dataset of Catalyst prediction with 721,799 reactions and 888 catalyst types from USPTO. Predict which catalyst facilitates the given reaction. (1) Reactant: [Cl:1][C:2]1[CH:3]=[C:4]([O:10][C:11]2[C:12]([F:24])=[C:13]([CH2:20]C(O)=O)[CH:14]=[CH:15][C:16]=2[N+:17]([O-:19])=[O:18])[CH:5]=[C:6]([C:8]#[N:9])[CH:7]=1. The catalyst class is: 23. Product: [Cl:1][C:2]1[CH:7]=[C:6]([CH:5]=[C:4]([O:10][C:11]2[C:16]([N+:17]([O-:19])=[O:18])=[CH:15][CH:14]=[C:13]([CH3:20])[C:12]=2[F:24])[CH:3]=1)[C:8]#[N:9]. (2) Reactant: C[Mg]Cl.[Br:4][C:5]1[N:10]=[C:9]([C:11]([C:13]2[CH:18]=[CH:17][CH:16]=[C:15]([Br:19])[N:14]=2)=[O:12])[CH:8]=[CH:7][CH:6]=1.[CH2:20](O)C.[Cl-].[NH4+]. Product: [Br:19][C:15]1[N:14]=[C:13]([C:11]([C:9]2[CH:8]=[CH:7][CH:6]=[C:5]([Br:4])[N:10]=2)([OH:12])[CH3:20])[CH:18]=[CH:17][CH:16]=1. The catalyst class is: 1. (3) Reactant: [F:1][C:2]1[CH:3]=[C:4]([CH:7]=[C:8]([F:10])[CH:9]=1)[CH:5]=O.[NH3:11].C[Si]([C:16]#[N:17])(C)C.CCCCCC.CCOC(C)=O. Product: [NH2:11][CH:5]([C:4]1[CH:3]=[C:2]([F:1])[CH:9]=[C:8]([F:10])[CH:7]=1)[C:16]#[N:17]. The catalyst class is: 5. (4) Reactant: C([N:3]([CH2:6][CH3:7])CC)C.[F:8][C:9]1[CH:10]=[C:11]([C:15]2[CH:23]=[CH:22][C:18]([C:19]([OH:21])=O)=[CH:17][N:16]=2)[CH:12]=[CH:13][CH:14]=1.CO.CN(C(O[N:34]1N=N[C:36]2[CH:37]=CC=[CH:40][C:35]1=2)=[N+](C)C)C.F[P-](F)(F)(F)(F)F. Product: [NH2:34][C@H:35]1[CH2:36][CH2:37][CH2:7][C@H:6]([NH:3][C:19](=[O:21])[C:18]2[CH:22]=[CH:23][C:15]([C:11]3[CH:12]=[CH:13][CH:14]=[C:9]([F:8])[CH:10]=3)=[N:16][CH:17]=2)[CH2:40]1. The catalyst class is: 9. (5) Reactant: [CH3:1][C:2]1[C:10]2[C:9]([C:11]([OH:13])=[O:12])=[CH:8][C:7](=O)[NH:6][C:5]=2[N:4]([CH:15]([CH3:17])[CH3:16])[N:3]=1.P(Cl)(Cl)([Cl:20])=O. Product: [Cl:20][C:7]1[CH:8]=[C:9]([C:11]([OH:13])=[O:12])[C:10]2[C:2]([CH3:1])=[N:3][N:4]([CH:15]([CH3:17])[CH3:16])[C:5]=2[N:6]=1. The catalyst class is: 1. (6) Reactant: FC(F)(F)C(O)=O.[NH:8]1[CH2:11][CH:10]([C:12]2[CH:20]=[CH:19][CH:18]=[C:17]3[C:13]=2[CH:14]=[N:15][NH:16]3)[CH2:9]1.N1CCC1.[CH:25](=O)[CH2:26][CH2:27][CH3:28].C(O[BH-](OC(=O)C)OC(=O)C)(=O)C.[Na+]. Product: [CH2:25]([N:8]1[CH2:9][CH:10]([C:12]2[CH:20]=[CH:19][CH:18]=[C:17]3[C:13]=2[CH:14]=[N:15][NH:16]3)[CH2:11]1)[CH2:26][CH2:27][CH3:28]. The catalyst class is: 2.